From a dataset of Forward reaction prediction with 1.9M reactions from USPTO patents (1976-2016). Predict the product of the given reaction. (1) Given the reactants [CH2:1]([O:3][C:4](=[O:20])[CH2:5][S:6]([C:9]1[CH:14]=[CH:13][C:12]([O:15][CH2:16][C:17]#[C:18][CH3:19])=[CH:11][CH:10]=1)(=[O:8])=[O:7])[CH3:2].Cl.Cl.Cl[CH2:24][CH2:25][N:26]([CH2:32][CH2:33]Cl)[CH:27]([CH2:30][CH3:31])[CH2:28][CH3:29], predict the reaction product. The product is: [CH2:1]([O:3][C:4]([C:5]1([S:6]([C:9]2[CH:10]=[CH:11][C:12]([O:15][CH2:16][C:17]#[C:18][CH3:19])=[CH:13][CH:14]=2)(=[O:7])=[O:8])[CH2:33][CH2:32][N:26]([CH:27]([CH2:30][CH3:31])[CH2:28][CH3:29])[CH2:25][CH2:24]1)=[O:20])[CH3:2]. (2) Given the reactants [OH-].[Na+].O.CC[O:6][C:7]([C@@H:9]([NH:18][C@H:19]([C:21]([N:23]1[C@H:31]([C:32]([OH:34])=[O:33])[CH2:30][C@@H:29]2[C@@H:24]1[CH2:25][CH2:26][CH2:27][CH2:28]2)=[O:22])[CH3:20])[CH2:10][CH2:11][C:12]1[CH:13]=[CH:14][CH:15]=[CH:16][CH:17]=1)=[O:8].Cl, predict the reaction product. The product is: [CH3:20][C@H:19]([NH:18][C@H:9]([C:7]([OH:8])=[O:6])[CH2:10][CH2:11][C:12]1[CH:13]=[CH:14][CH:15]=[CH:16][CH:17]=1)[C:21]([N:23]1[C@H:31]([C:32]([OH:34])=[O:33])[CH2:30][C@@H:29]2[C@@H:24]1[CH2:25][CH2:26][CH2:27][CH2:28]2)=[O:22]. (3) Given the reactants [O:1]1CCC[CH2:2]1.Br[C:7]1[CH:21]=[CH:20][C:10]([CH2:11][O:12][C:13]2[CH:18]=[CH:17][C:16]([CH3:19])=[CH:15][N:14]=2)=[CH:9][CH:8]=1.C([Li])CCC.CN(C)C=O, predict the reaction product. The product is: [CH3:19][C:16]1[CH:17]=[CH:18][C:13]([O:12][CH2:11][C:10]2[CH:20]=[CH:21][C:7]([CH:2]=[O:1])=[CH:8][CH:9]=2)=[N:14][CH:15]=1. (4) Given the reactants N1C=CC=CC=1C(O)=O.[NH2:10][C:11]1[C:16]([C:17]2[CH:22]=[CH:21][C:20]([OH:23])=[CH:19][CH:18]=2)=[CH:15][CH:14]=[CH:13][N:12]=1.P([O-])([O-])([O-])=O.[K+].[K+].[K+].Br[C:33]1[CH:38]=[CH:37][C:36]([F:39])=[C:35]([CH3:40])[CH:34]=1, predict the reaction product. The product is: [F:39][C:36]1[CH:37]=[CH:38][C:33]([O:23][C:20]2[CH:21]=[CH:22][C:17]([C:16]3[C:11]([NH2:10])=[N:12][CH:13]=[CH:14][CH:15]=3)=[CH:18][CH:19]=2)=[CH:34][C:35]=1[CH3:40]. (5) Given the reactants [OH:1][C:2]1([CH2:15][CH:16]=O)[CH2:14][CH2:13][C:5]2([O:10][CH2:9][C:8]([CH3:12])([CH3:11])[CH2:7][O:6]2)[CH2:4][CH2:3]1.[CH3:18][O:19][C:20]1[CH:25]=[CH:24][C:23]([C@@H:26]([NH2:28])[CH3:27])=[CH:22][CH:21]=1, predict the reaction product. The product is: [CH3:18][O:19][C:20]1[CH:25]=[CH:24][C:23]([C@@H:26]([NH:28][CH2:16][CH2:15][C:2]2([OH:1])[CH2:14][CH2:13][C:5]3([O:6][CH2:7][C:8]([CH3:12])([CH3:11])[CH2:9][O:10]3)[CH2:4][CH2:3]2)[CH3:27])=[CH:22][CH:21]=1. (6) Given the reactants [CH:1]([C:3]1[CH:27]=[CH:26][C:6]([O:7][CH2:8][C:9]2[N:10]=[C:11]([C:15]3[CH:16]=[CH:17][C:18]([CH3:25])=[C:19]([CH:24]=3)[C:20]([O:22][CH3:23])=[O:21])[O:12][C:13]=2[CH3:14])=[C:5]([O:28][CH3:29])[CH:4]=1)=[O:2].C(O)C.[BH4-].[Na+].O, predict the reaction product. The product is: [OH:2][CH2:1][C:3]1[CH:27]=[CH:26][C:6]([O:7][CH2:8][C:9]2[N:10]=[C:11]([C:15]3[CH:16]=[CH:17][C:18]([CH3:25])=[C:19]([CH:24]=3)[C:20]([O:22][CH3:23])=[O:21])[O:12][C:13]=2[CH3:14])=[C:5]([O:28][CH3:29])[CH:4]=1. (7) Given the reactants FC(F)(F)S(O[C:7]1[CH:12]=[CH:11][C:10]([C:13]2[O:14][C:15]3[CH:21]=[C:20]([C:22]4[CH:27]([CH2:28][CH3:29])[CH2:26][C:25](=[O:30])[NH:24][N:23]=4)[CH:19]=[CH:18][C:16]=3[N:17]=2)=[CH:9][CH:8]=1)(=O)=O.[CH2:33]=[CH:34][C:35]1[CH:40]=[CH:39][CH:38]=[CH:37][CH:36]=1.C1(C)C=CC=CC=1P(C1C=CC=CC=1C)C1C=CC=CC=1C.C(N(CC)CC)C, predict the reaction product. The product is: [CH2:28]([CH:27]1[C:22]([C:20]2[CH:19]=[CH:18][C:16]3[N:17]=[C:13]([C:10]4[CH:9]=[CH:8][C:7]([CH:33]=[CH:34][C:35]5[CH:40]=[CH:39][CH:38]=[CH:37][CH:36]=5)=[CH:12][CH:11]=4)[O:14][C:15]=3[CH:21]=2)=[N:23][NH:24][C:25](=[O:30])[CH2:26]1)[CH3:29]. (8) Given the reactants Cl[C:2]1[CH:3]=[C:4]2[C:10]([C:11]3[CH:20]=[CH:19][C:14]([C:15]([O:17]C)=[O:16])=[CH:13][C:12]=3[F:21])=[CH:9][N:8]([C:22](=[O:34])[C:23]3[C:28]([C:29]([F:32])([F:31])[F:30])=[CH:27][CH:26]=[CH:25][C:24]=3[Cl:33])[C:5]2=[CH:6][N:7]=1.[C:35]([NH2:42])([O:37][C:38]([CH3:41])([CH3:40])[CH3:39])=[O:36].[OH-].[Na+], predict the reaction product. The product is: [C:38]([O:37][C:35]([NH:42][C:2]1[CH:3]=[C:4]2[C:10]([C:11]3[CH:20]=[CH:19][C:14]([C:15]([OH:17])=[O:16])=[CH:13][C:12]=3[F:21])=[CH:9][N:8]([C:22](=[O:34])[C:23]3[C:28]([C:29]([F:30])([F:31])[F:32])=[CH:27][CH:26]=[CH:25][C:24]=3[Cl:33])[C:5]2=[CH:6][N:7]=1)=[O:36])([CH3:41])([CH3:40])[CH3:39].